This data is from Catalyst prediction with 721,799 reactions and 888 catalyst types from USPTO. The task is: Predict which catalyst facilitates the given reaction. (1) Reactant: [CH3:1][C:2]1[NH:3][C:4]2[CH:10]=[C:9]([N+:11]([O-:13])=[O:12])[C:8]([N+:14]([O-:16])=[O:15])=[CH:7][C:5]=2[N:6]=1.CO.S(OC)(O[CH3:23])(=O)=O. Product: [CH3:23][N:6]1[C:5]2[CH:7]=[C:8]([N+:14]([O-:16])=[O:15])[C:9]([N+:11]([O-:13])=[O:12])=[CH:10][C:4]=2[N:3]=[C:2]1[CH3:1]. The catalyst class is: 74. (2) Reactant: [Br:1][C:2]1[CH:10]=[C:9]2[C:5]([CH:6]=[CH:7][N:8]2[CH3:11])=[CH:4][CH:3]=1.[C:12](Cl)(=[O:16])[C:13](Cl)=[O:14].[CH3:18][OH:19]. Product: [Br:1][C:2]1[CH:10]=[C:9]2[C:5]([C:6]([C:12](=[O:16])[C:13]([O:19][CH3:18])=[O:14])=[CH:7][N:8]2[CH3:11])=[CH:4][CH:3]=1. The catalyst class is: 27. (3) Reactant: [CH3:1][O:2][C:3]1[C:12]2[CH2:11][CH2:10][C@H:9]3[C@H:13]([CH3:21])[C:14]4([CH2:19][CH2:20][C@:8]3([C:22]3[CH:27]=[CH:26][CH:25]=[CH:24][CH:23]=3)[C:7]=2[N:6]=[C:5]([C:28]2[CH:33]=[CH:32][CH:31]=[CH:30][C:29]=2[O:34][CH3:35])[N:4]=1)OCC[O:15]4.Cl.C(=O)(O)[O-].[Na+]. Product: [CH3:1][O:2][C:3]1[C:12]2[CH2:11][CH2:10][C@H:9]3[C@H:13]([CH3:21])[C:14](=[O:15])[CH2:19][CH2:20][C@:8]3([C:22]3[CH:27]=[CH:26][CH:25]=[CH:24][CH:23]=3)[C:7]=2[N:6]=[C:5]([C:28]2[CH:33]=[CH:32][CH:31]=[CH:30][C:29]=2[O:34][CH3:35])[N:4]=1. The catalyst class is: 30. (4) Reactant: [CH3:1][C:2]([CH3:17])([CH3:16])[C:3]#[C:4][C:5]1[CH:10]=[C:9]([N+:11]([O-:13])=[O:12])[CH:8]=[C:7]([F:14])[C:6]=1[NH2:15].N1C=CC=CC=1.[C:24](Cl)(=[O:28])[CH2:25][CH2:26][CH3:27]. Product: [CH3:1][C:2]([CH3:17])([CH3:16])[C:3]#[C:4][C:5]1[CH:10]=[C:9]([N+:11]([O-:13])=[O:12])[CH:8]=[C:7]([F:14])[C:6]=1[NH:15][C:24](=[O:28])[CH2:25][CH2:26][CH3:27]. The catalyst class is: 2. (5) Reactant: C(OC(=O)[NH:7][C@H:8]1[CH2:13][CH2:12][CH2:11][N:10]([C:14]2[N:22]([CH2:23][C:24]#[C:25][CH3:26])[C:21]3[C:20](=[O:27])[N:19]([CH3:28])[C:18](=[O:29])[N:17]([CH3:30])[C:16]=3[C:15]=2[C:31]#[N:32])[CH2:9]1)(C)(C)C.C(O)(C(F)(F)F)=O. Product: [NH2:7][C@H:8]1[CH2:13][CH2:12][CH2:11][N:10]([C:14]2[N:22]([CH2:23][C:24]#[C:25][CH3:26])[C:21]3[C:20](=[O:27])[N:19]([CH3:28])[C:18](=[O:29])[N:17]([CH3:30])[C:16]=3[C:15]=2[C:31]#[N:32])[CH2:9]1. The catalyst class is: 2. (6) Reactant: [CH3:1][C:2]1[CH:7]=[C:6]([CH3:8])[N:5]([CH2:9][CH2:10][OH:11])[C:4](=[O:12])[N:3]=1.[C:13]1([CH3:24])[CH:18]=[CH:17][C:16]([S:19]([O:22]C)(=[O:21])=[O:20])=[CH:15][CH:14]=1. Product: [C:13]1([CH3:24])[CH:14]=[CH:15][C:16]([S:19]([O-:22])(=[O:20])=[O:21])=[CH:17][CH:18]=1.[OH:11][CH2:10][CH2:9][NH+:5]1[C:6]([CH3:8])=[CH:7][CH:2]([CH3:1])[N:3]([CH3:13])[C:4]1=[O:12]. The catalyst class is: 10.